From a dataset of Forward reaction prediction with 1.9M reactions from USPTO patents (1976-2016). Predict the product of the given reaction. (1) Given the reactants [CH3:1][C:2]1[CH:8]=[CH:7][C:5]([NH2:6])=[CH:4][C:3]=1[N+:9]([O-:11])=[O:10].[CH2:12]([S:15](Cl)(=[O:17])=[O:16])[CH2:13][CH3:14], predict the reaction product. The product is: [CH3:1][C:2]1[CH:8]=[CH:7][C:5]([NH:6][S:15]([CH2:12][CH2:13][CH3:14])(=[O:17])=[O:16])=[CH:4][C:3]=1[N+:9]([O-:11])=[O:10]. (2) Given the reactants [C:1](Cl)(=[O:10])[C:2]1[CH:7]=[CH:6][C:5]([O:8][CH3:9])=[CH:4][CH:3]=1.[NH2:12][C:13]1[CH:18]=[CH:17][CH:16]=[CH:15][CH:14]=1.C(N(C(C)C)CC)(C)C.C(OCC)(=O)C, predict the reaction product. The product is: [CH3:9][O:8][C:5]1[CH:6]=[CH:7][C:2]([C:1]([NH:12][C:13]2[CH:18]=[CH:17][CH:16]=[CH:15][CH:14]=2)=[O:10])=[CH:3][CH:4]=1. (3) Given the reactants [NH2:1][C:2]1[CH:6]=[CH:5][NH:4][C:3]=1[C:7]([O:9][CH2:10][CH3:11])=[O:8].[F:12][C:13]1([F:33])[O:32][C:16]2=[CH:17][C:18]3[NH:22][C:21]([S:23][C:24]4[O:28][C:27](C=O)=[CH:26][CH:25]=4)=[N:20][C:19]=3[CH:31]=[C:15]2[O:14]1.[C:34]1(=[O:41])[CH2:39][CH2:38][CH2:37][C:36](=O)[CH2:35]1.[CH2:42](O)CCC, predict the reaction product. The product is: [CH2:10]([O:9][C:7]([C:3]1[NH:4][CH:5]=[C:6]2[CH:42]([C:27]3[O:28][C:24]([S:23][C:21]4[NH:20][C:19]5[CH:31]=[C:15]6[O:14][C:13]([F:12])([F:33])[O:32][C:16]6=[CH:17][C:18]=5[N:22]=4)=[CH:25][CH:26]=3)[C:39]3[C:34](=[O:41])[CH2:35][CH2:36][CH2:37][C:38]=3[NH:1][C:2]=12)=[O:8])[CH3:11]. (4) The product is: [Cl:1][C:2]1[C:7](/[CH:8]=[N:20]/[OH:19])=[C:6]([F:10])[C:5]([O:11][C:12]([F:15])([F:14])[F:13])=[CH:4][CH:3]=1. Given the reactants [Cl:1][C:2]1[C:7]([CH:8]=O)=[C:6]([F:10])[C:5]([O:11][C:12]([F:15])([F:14])[F:13])=[CH:4][CH:3]=1.C(O)C.[OH2:19].[NH3:20].C(=O)([O-])[O-].[Na+].[Na+], predict the reaction product. (5) Given the reactants [CH3:1][CH:2]([CH3:39])[C@H:3]([N:8]1[CH2:16][C:15]2[C:10](=[CH:11][C:12]([C:17]3[CH:22]=[CH:21][C:20]([NH:23][C:24](=[O:37])[C:25]4[CH:30]=[CH:29][C:28]([N:31]5[CH2:36][CH2:35]O[CH2:33][CH2:32]5)=[N:27][CH:26]=4)=[CH:19][CH:18]=3)=[CH:13][CH:14]=2)[C:9]1=[O:38])[C:4]([O:6][CH3:7])=[O:5].N1CCCC[CH2:41]1, predict the reaction product. The product is: [CH3:39][CH:2]([CH3:1])[C@H:3]([N:8]1[CH2:16][C:15]2[C:10](=[CH:11][C:12]([C:17]3[CH:22]=[CH:21][C:20]([NH:23][C:24](=[O:37])[C:25]4[CH:30]=[CH:29][C:28]([N:31]5[CH2:32][CH2:33][CH2:41][CH2:35][CH2:36]5)=[N:27][CH:26]=4)=[CH:19][CH:18]=3)=[CH:13][CH:14]=2)[C:9]1=[O:38])[C:4]([O:6][CH3:7])=[O:5]. (6) Given the reactants [F:1][C:2]1[CH:7]=[CH:6][CH:5]=[C:4]([F:8])[C:3]=1[N:9]1[C:14]2[N:15]=[C:16](S(C)=O)[N:17]=[C:18]([C:19]3[CH:20]=[C:21]([CH:28]=[CH:29][C:30]=3[CH3:31])[C:22]([NH:24][CH:25]([CH3:27])[CH3:26])=[O:23])[C:13]=2[CH2:12][NH:11][C:10]1=[O:35].[NH:36]1[CH2:42][CH2:41][CH2:40][CH2:39][CH2:38][CH2:37]1, predict the reaction product. The product is: [F:1][C:2]1[CH:7]=[CH:6][CH:5]=[C:4]([F:8])[C:3]=1[N:9]1[C:14]2[N:15]=[C:16]([N:36]3[CH2:42][CH2:41][CH2:40][CH2:39][CH2:38][CH2:37]3)[N:17]=[C:18]([C:19]3[CH:20]=[C:21]([CH:28]=[CH:29][C:30]=3[CH3:31])[C:22]([NH:24][CH:25]([CH3:27])[CH3:26])=[O:23])[C:13]=2[CH2:12][NH:11][C:10]1=[O:35].